Task: Predict the reaction yield, written as a fraction of the theoretical maximum amount of product (1.0 means a 100% yield; for example, 0.34 means a 34% yield).. Dataset: Reaction yield outcomes from USPTO patents with 853,638 reactions (1) The reactants are [OH:1][C:2]1[CH:3]=[CH:4][C:5]([N+:10]([O-:12])=[O:11])=[C:6]([CH:9]=1)[CH:7]=[O:8].OO.[OH:15]S(O)(=O)=O. The catalyst is [OH-].[Na+]. The product is [OH:1][C:2]1[CH:3]=[CH:4][C:5]([N+:10]([O-:12])=[O:11])=[C:6]([CH:9]=1)[C:7]([OH:15])=[O:8]. The yield is 0.940. (2) The reactants are [NH:1]1[C:5]2[CH:6]=[CH:7][CH:8]=[CH:9][C:4]=2[N:3]=[C:2]1[CH2:10][C:11]1[CH:20]=[CH:19][C:14]([C:15]([O:17][CH3:18])=[O:16])=[CH:13][CH:12]=1.[C:21](=O)([O-])[O-].[K+].[K+].CI. The catalyst is CC(C)=O. The product is [CH3:21][N:1]1[C:5]2[CH:6]=[CH:7][CH:8]=[CH:9][C:4]=2[N:3]=[C:2]1[CH2:10][C:11]1[CH:20]=[CH:19][C:14]([C:15]([O:17][CH3:18])=[O:16])=[CH:13][CH:12]=1. The yield is 0.280. (3) The reactants are Br[C:2]1[CH:3]=[C:4]([CH:8]2[C:17]([CH3:19])([CH3:18])[CH2:16][C:15]3[C:10](=[CH:11][CH:12]=[C:13]([C:20]([OH:22])=[O:21])[CH:14]=3)[NH:9]2)[CH:5]=[CH:6][CH:7]=1.[NH2:23][C:24]1([C:27]([OH:29])=[O:28])[CH2:26][CH2:25]1.Cl.CN(C)CC(O)=O.C(=O)([O-])[O-].[K+].[K+]. The catalyst is CS(C)=O.[Cu]I. The product is [C:27]([C:24]1([NH:23][C:2]2[CH:3]=[C:4]([CH:8]3[C:17]([CH3:19])([CH3:18])[CH2:16][C:15]4[C:10](=[CH:11][CH:12]=[C:13]([C:20]([OH:22])=[O:21])[CH:14]=4)[NH:9]3)[CH:5]=[CH:6][CH:7]=2)[CH2:26][CH2:25]1)([OH:29])=[O:28]. The yield is 0.770. (4) The reactants are [BH4-].[Na+].[C:3]1([S:9]([N:12]2[C:20]3[C:15](=[CH:16][C:17]([C:21](=O)[CH3:22])=[CH:18][CH:19]=3)[CH2:14][CH2:13]2)(=[O:11])=[O:10])[CH:8]=[CH:7][CH:6]=[CH:5][CH:4]=1.[OH-].[Na+]. The catalyst is C(O)(C(F)(F)F)=O.O. The product is [C:3]1([S:9]([N:12]2[C:20]3[C:15](=[CH:16][C:17]([CH2:21][CH3:22])=[CH:18][CH:19]=3)[CH2:14][CH2:13]2)(=[O:11])=[O:10])[CH:4]=[CH:5][CH:6]=[CH:7][CH:8]=1. The yield is 0.430. (5) The reactants are [CH2:1]([N:8]1[CH2:12][CH:11]([CH3:13])[CH:10]([C:14]2[NH:19][C:18](=[O:20])[C:17]3=[CH:21][N:22]=[C:23](I)[N:16]3[N:15]=2)[CH2:9]1)[C:2]1[CH:7]=[CH:6][CH:5]=[CH:4][CH:3]=1.[F:25][C:26]1[CH:31]=[CH:30][C:29](B(O)O)=[CH:28][CH:27]=1.C([O-])([O-])=O.[K+].[K+]. The catalyst is C1(C)C=CC=CC=1.C1C=CC([P]([Pd]([P](C2C=CC=CC=2)(C2C=CC=CC=2)C2C=CC=CC=2)([P](C2C=CC=CC=2)(C2C=CC=CC=2)C2C=CC=CC=2)[P](C2C=CC=CC=2)(C2C=CC=CC=2)C2C=CC=CC=2)(C2C=CC=CC=2)C2C=CC=CC=2)=CC=1. The product is [CH2:1]([N:8]1[CH2:12][CH:11]([CH3:13])[CH:10]([C:14]2[NH:19][C:18](=[O:20])[C:17]3=[CH:21][N:22]=[C:23]([C:29]4[CH:30]=[CH:31][C:26]([F:25])=[CH:27][CH:28]=4)[N:16]3[N:15]=2)[CH2:9]1)[C:2]1[CH:7]=[CH:6][CH:5]=[CH:4][CH:3]=1. The yield is 0.860.